This data is from Catalyst prediction with 721,799 reactions and 888 catalyst types from USPTO. The task is: Predict which catalyst facilitates the given reaction. (1) Reactant: [CH3:1][C@H:2]1[CH2:6][CH2:5][CH2:4][N:3]1[C:7]1[C:8](OS(C(F)(F)F)(=O)=O)=[N:9][C:10]2[C:15]([N:16]=1)=[CH:14][C:13]([C:17]([O:19][CH3:20])=[O:18])=[CH:12][CH:11]=2.[F:29][C:30]1[CH:35]=[C:34]([F:36])[CH:33]=[CH:32][C:31]=1B(O)O.[O-]P([O-])([O-])=O.[K+].[K+].[K+]. Product: [F:29][C:30]1[CH:35]=[C:34]([F:36])[CH:33]=[CH:32][C:31]=1[C:8]1[C:7]([N:3]2[CH2:4][CH2:5][CH2:6][C@@H:2]2[CH3:1])=[N:16][C:15]2[C:10](=[CH:11][CH:12]=[C:13]([C:17]([O:19][CH3:20])=[O:18])[CH:14]=2)[N:9]=1. The catalyst class is: 70. (2) Reactant: Br[CH:2]([C:8]1[CH:13]=[CH:12][CH:11]=[CH:10][CH:9]=1)[C:3]([O:5][CH2:6][CH3:7])=[O:4].[NH:14]1[CH2:19][CH2:18][CH2:17][CH2:16][CH2:15]1. Product: [C:8]1([CH:2]([N:14]2[CH2:19][CH2:18][CH2:17][CH2:16][CH2:15]2)[C:3]([O:5][CH2:6][CH3:7])=[O:4])[CH:13]=[CH:12][CH:11]=[CH:10][CH:9]=1. The catalyst class is: 220. (3) Reactant: [CH3:1][C:2]([CH3:31])([CH3:30])[C:3]#[C:4][C:5]1[CH:18]=[CH:17][C:16]2[O:15][C:14]3[C:9](=[CH:10][C:11]([C:19]4[CH:20]=[N:21][CH:22]=[N:23][CH:24]=4)=[CH:12][CH:13]=3)[C@@:8]3([CH2:28][O:27][C:26]([NH2:29])=[N:25]3)[C:7]=2[CH:6]=1. Product: [CH3:1][C:2]([CH3:31])([CH3:30])[CH2:3][CH2:4][C:5]1[CH:18]=[CH:17][C:16]2[O:15][C:14]3[C:9](=[CH:10][C:11]([C:19]4[CH:20]=[N:21][CH:22]=[N:23][CH:24]=4)=[CH:12][CH:13]=3)[C@@:8]3([CH2:28][O:27][C:26]([NH2:29])=[N:25]3)[C:7]=2[CH:6]=1. The catalyst class is: 63. (4) Reactant: Cl[C:2]1[N:7]=[C:6]([N:8]2[CH2:13][CH2:12][CH:11]([CH3:14])[CH2:10][CH2:9]2)[C:5]([N+:15]([O-:17])=[O:16])=[CH:4][CH:3]=1.Br.[CH3:19][N:20]1[CH2:25][CH2:24][NH:23][CH2:22][C:21]1=[O:26].C([O-])([O-])=O.[K+].[K+]. Product: [CH3:19][N:20]1[CH2:25][CH2:24][N:23]([C:2]2[N:7]=[C:6]([N:8]3[CH2:13][CH2:12][CH:11]([CH3:14])[CH2:10][CH2:9]3)[C:5]([N+:15]([O-:17])=[O:16])=[CH:4][CH:3]=2)[CH2:22][C:21]1=[O:26]. The catalyst class is: 3. (5) Reactant: [CH3:1][C:2]1[S:23][C:5]2[N:6]=[C:7]([CH2:11][N:12]3[CH:16]=[C:15]([CH:17]=O)[C:14]([C:19]([F:22])([F:21])[F:20])=[N:13]3)[NH:8][C:9](=[O:10])[C:4]=2[CH:3]=1.[S:24]1[CH:28]=[CH:27][N:26]=[C:25]1[CH2:29][NH2:30].C(O)(=O)C.C(O[BH-](OC(=O)C)OC(=O)C)(=O)C.[Na+]. Product: [CH3:1][C:2]1[S:23][C:5]2[N:6]=[C:7]([CH2:11][N:12]3[CH:16]=[C:15]([CH2:17][NH:30][CH2:29][C:25]4[S:24][CH:28]=[CH:27][N:26]=4)[C:14]([C:19]([F:22])([F:21])[F:20])=[N:13]3)[NH:8][C:9](=[O:10])[C:4]=2[CH:3]=1. The catalyst class is: 2. (6) Reactant: C[C:2]1[C:11](C)=[C:10](/C=C/C)[C:9](C)=[C:8]2[C:3]=1[CH:4]=[CH:5][CH:6]=[N:7]2.C1N2CN3CN(C2)CN1C3. Product: [N:7]1[C:8]2[C:3](=[CH:2][CH:11]=[CH:10][CH:9]=2)[CH:4]=[CH:5][CH:6]=1. The catalyst class is: 55. (7) Reactant: [CH3:1][O:2][C:3]1[CH:4]=[C:5]([NH2:26])[CH:6]=[CH:7][C:8]=1[C:9]1[O:10][C:11]([C:14]2[C:15]([C:20]3[CH:25]=[CH:24][CH:23]=[CH:22][CH:21]=3)=[N:16][O:17][C:18]=2[CH3:19])=[N:12][N:13]=1.C[Si]([N-][Si](C)(C)C)(C)C.[K+].[CH:37]([S:40](Cl)(=[O:42])=[O:41])([CH3:39])[CH3:38].N1C=CC=CC=1. Product: [CH3:1][O:2][C:3]1[CH:4]=[C:5]([NH:26][S:40]([CH:37]([CH3:39])[CH3:38])(=[O:42])=[O:41])[CH:6]=[CH:7][C:8]=1[C:9]1[O:10][C:11]([C:14]2[C:15]([C:20]3[CH:21]=[CH:22][CH:23]=[CH:24][CH:25]=3)=[N:16][O:17][C:18]=2[CH3:19])=[N:12][N:13]=1. The catalyst class is: 7. (8) Reactant: FC(F)(F)C(O)=O.C([O:12][C:13](=[O:32])[CH2:14][N:15]1[CH2:20][CH2:19][N:18]([S:21]([C:24]2[CH:29]=[CH:28][C:27]([O:30][CH3:31])=[CH:26][CH:25]=2)(=[O:23])=[O:22])[CH2:17][CH2:16]1)(C)(C)C. Product: [CH3:31][O:30][C:27]1[CH:28]=[CH:29][C:24]([S:21]([N:18]2[CH2:17][CH2:16][N:15]([CH2:14][C:13]([OH:32])=[O:12])[CH2:20][CH2:19]2)(=[O:23])=[O:22])=[CH:25][CH:26]=1. The catalyst class is: 4. (9) Reactant: [C:1]([C:3]1[C:4](=[O:37])[C:5]([CH3:36])([CH3:35])[C@H:6]2[C@:23]([CH3:25])([CH:24]=1)[C:22]1[C@:9]([CH3:34])([C@@:10]3([CH3:33])[C@:19]([OH:27])([C:20](=[O:26])[CH:21]=1)[C@H:18]1[C@:13]([CH3:32])([CH2:14][CH2:15][C@:16]([CH3:31])([C:28](O)=[O:29])[CH2:17]1)[CH2:12][CH2:11]3)[CH2:8][CH2:7]2)#[N:2].[CH:38]([N:41](CC)C(C)C)(C)C.[O:47]1[C:51](NC)=[CH:50][N:49]=[CH:48]1. Product: [C:1]([C:3]1[C:4](=[O:37])[C:5]([CH3:36])([CH3:35])[C@H:6]2[C@:23]([CH3:25])([CH:24]=1)[C:22]1[C@:9]([CH3:34])([C@@:10]3([CH3:33])[C@:19]([OH:27])([C:20](=[O:26])[CH:21]=1)[C@H:18]1[C@:13]([CH3:32])([CH2:14][CH2:15][C@:16]([CH3:31])([C:28]([NH:41][CH2:38][C:51]4[O:47][CH:48]=[N:49][CH:50]=4)=[O:29])[CH2:17]1)[CH2:12][CH2:11]3)[CH2:8][CH2:7]2)#[N:2]. The catalyst class is: 80.